From a dataset of Reaction yield outcomes from USPTO patents with 853,638 reactions. Predict the reaction yield, written as a fraction of the theoretical maximum amount of product (1.0 means a 100% yield; for example, 0.34 means a 34% yield). (1) The reactants are [N:1]1[CH:6]=[CH:5][CH:4]=[CH:3][C:2]=1[C:7]1[CH:15]=[CH:14][C:10]([C:11]([OH:13])=O)=[CH:9][CH:8]=1.O.ON1C2C=CC=CC=2N=N1.[CH:27]1([N:31]2[CH2:37][CH2:36][C:35]3[CH:38]=[CH:39][C:40]([NH2:42])=[CH:41][C:34]=3[CH2:33][CH2:32]2)[CH2:30][CH2:29][CH2:28]1. The catalyst is CN(C)C=O. The product is [CH:27]1([N:31]2[CH2:37][CH2:36][C:35]3[CH:38]=[CH:39][C:40]([NH:42][C:11](=[O:13])[C:10]4[CH:9]=[CH:8][C:7]([C:2]5[CH:3]=[CH:4][CH:5]=[CH:6][N:1]=5)=[CH:15][CH:14]=4)=[CH:41][C:34]=3[CH2:33][CH2:32]2)[CH2:30][CH2:29][CH2:28]1. The yield is 0.540. (2) The reactants are I[C:2]1[CH:7]=[CH:6][CH:5]=[CH:4][C:3]=1[CH2:8][OH:9].[NH:10]1[CH:14]=[CH:13][N:12]=[N:11]1.C([O-])([O-])=O.[Cs+].[Cs+]. The catalyst is CN(C=O)C.[Cu]I.CN[C@@H]1CCCC[C@H]1NC. The product is [N:10]1[N:11]([C:2]2[CH:7]=[CH:6][CH:5]=[CH:4][C:3]=2[CH2:8][OH:9])[N:12]=[CH:13][CH:14]=1. The yield is 0.640. (3) The reactants are [Br:1][C:2]1[S:3][C:4](C(=O)C2C=CC(I)=C([N+]([O-])=O)C=2)=[CH:5][C:6]=1[CH2:7][C:8]([O:10][CH3:11])=[O:9].C1C(=O)N(Br)C(=O)C1. The catalyst is C1COCC1. The product is [Br:1][C:2]1[S:3][CH:4]=[CH:5][C:6]=1[CH2:7][C:8]([O:10][CH3:11])=[O:9]. The yield is 0.970. (4) The reactants are Cl.[Br:2][C:3]1[CH:4]=[C:5]([O:9]N)[CH:6]=[CH:7][CH:8]=1.O=[C:12]1[CH2:17][CH2:16][N:15]([C:18]([O:20][C:21]([CH3:24])([CH3:23])[CH3:22])=[O:19])[CH2:14][CH2:13]1. No catalyst specified. The product is [Br:2][C:3]1[CH:8]=[CH:7][C:6]2[C:13]3[CH2:14][N:15]([C:18]([O:20][C:21]([CH3:24])([CH3:23])[CH3:22])=[O:19])[CH2:16][CH2:17][C:12]=3[O:9][C:5]=2[CH:4]=1. The yield is 0.110. (5) The reactants are [F:1][C:2]1[CH:33]=[CH:32][C:5]([C:6](/[N:8]=[C:9]2\[NH:10][C:11]3[CH:29]=[CH:28][C:27]([CH2:30]O)=[CH:26][C:12]=3[N:13]\2[C@H:14]2[CH2:19][CH2:18][C@@H:17]([C:20](=[O:25])[NH:21][CH:22]([CH3:24])[CH3:23])[CH2:16][CH2:15]2)=[O:7])=[CH:4][CH:3]=1.S(Cl)(Cl)=O.[NH:38]1[CH:42]=[N:41][CH:40]=[N:39]1.C(=O)([O-])[O-].[K+].[K+].[I-].[Na+]. The yield is 0.310. The catalyst is C(Cl)Cl. The product is [N:38]1([CH2:30][C:27]2[CH:28]=[CH:29][C:11]3[NH:10]/[C:9](=[N:8]\[C:6](=[O:7])[C:5]4[CH:4]=[CH:3][C:2]([F:1])=[CH:33][CH:32]=4)/[N:13]([C@H:14]4[CH2:15][CH2:16][C@@H:17]([C:20](=[O:25])[NH:21][CH:22]([CH3:24])[CH3:23])[CH2:18][CH2:19]4)[C:12]=3[CH:26]=2)[CH:42]=[N:41][CH:40]=[N:39]1.